Task: Predict the reactants needed to synthesize the given product.. Dataset: Full USPTO retrosynthesis dataset with 1.9M reactions from patents (1976-2016) Given the product [Cl:1][C:2]1[CH:3]=[C:4]([CH:10]=[CH:11][C:12]=1[S:13](=[O:15])(=[O:14])[NH:28][CH2:27][C:23]1[CH:22]=[C:21]2[C:26](=[CH:25][CH:24]=1)[N:18]([CH3:17])[CH:19]=[CH:20]2)[C:5]([O:7][CH2:8][CH3:9])=[O:6], predict the reactants needed to synthesize it. The reactants are: [Cl:1][C:2]1[CH:3]=[C:4]([CH:10]=[CH:11][C:12]=1[S:13](Cl)(=[O:15])=[O:14])[C:5]([O:7][CH2:8][CH3:9])=[O:6].[CH3:17][N:18]1[C:26]2[C:21](=[CH:22][C:23]([CH2:27][NH2:28])=[CH:24][CH:25]=2)[CH:20]=[CH:19]1.